Dataset: Full USPTO retrosynthesis dataset with 1.9M reactions from patents (1976-2016). Task: Predict the reactants needed to synthesize the given product. (1) Given the product [C:1]([C:5]1[CH:6]=[CH:7][C:8]([C:11]([NH:12][C:13]2[CH:21]=[CH:20][CH:19]=[CH:18][C:14]=2[C:15]([NH:22][C:23]2[CH:28]=[CH:27][CH:26]=[CH:25][CH:24]=2)=[O:17])=[O:16])=[CH:9][CH:10]=1)([CH3:4])([CH3:2])[CH3:3], predict the reactants needed to synthesize it. The reactants are: [C:1]([C:5]1[CH:10]=[CH:9][C:8]([C:11]2[O:16][C:15](=[O:17])[C:14]3[CH:18]=[CH:19][CH:20]=[CH:21][C:13]=3[N:12]=2)=[CH:7][CH:6]=1)([CH3:4])([CH3:3])[CH3:2].[NH2:22][C:23]1[CH:28]=[CH:27][CH:26]=[CH:25][CH:24]=1.C(OCC)C. (2) Given the product [Br:5][C:6]1[CH:11]=[CH:10][N:9]=[C:8]([C:12]([C:15]2[CH:16]=[CH:17][C:18]([OH:21])=[CH:19][CH:20]=2)([CH3:13])[CH3:14])[CH:7]=1, predict the reactants needed to synthesize it. The reactants are: B(Br)(Br)Br.[Br:5][C:6]1[CH:11]=[CH:10][N:9]=[C:8]([C:12]([C:15]2[CH:20]=[CH:19][C:18]([O:21]C)=[CH:17][CH:16]=2)([CH3:14])[CH3:13])[CH:7]=1. (3) Given the product [OH:27][CH:24]1[CH2:25][CH2:26][N:21]([C:4]2[N:3]=[C:2]([CH3:1])[N:7]([CH2:8][C:9]3[S:10][C:11]([C:14]([F:17])([F:16])[F:15])=[CH:12][CH:13]=3)[C:6](=[O:18])[N:5]=2)[CH2:22][CH2:23]1, predict the reactants needed to synthesize it. The reactants are: [CH3:1][C:2]1[N:7]([CH2:8][C:9]2[S:10][C:11]([C:14]([F:17])([F:16])[F:15])=[CH:12][CH:13]=2)[C:6](=[O:18])[N:5]=[C:4](SC)[N:3]=1.[NH:21]1[CH2:26][CH2:25][CH:24]([OH:27])[CH2:23][CH2:22]1. (4) The reactants are: Br[C:2]1[CH:7]=[CH:6][C:5]([N+:8]([O-])=O)=[CH:4][C:3]=1[C:11]([F:14])([F:13])[F:12].[CH3:15][N:16]1[CH2:21][CH2:20][NH:19][CH2:18][CH2:17]1. Given the product [CH3:15][N:16]1[CH2:21][CH2:20][N:19]([C:2]2[CH:7]=[CH:6][C:5]([NH2:8])=[CH:4][C:3]=2[C:11]([F:14])([F:13])[F:12])[CH2:18][CH2:17]1, predict the reactants needed to synthesize it. (5) Given the product [CH2:1]([O:3][C:4]1[CH:13]=[C:12]([NH2:14])[CH:11]=[CH:10][C:5]=1[C:6]([OH:8])=[O:7])[CH3:2], predict the reactants needed to synthesize it. The reactants are: [CH2:1]([O:3][C:4]1[CH:13]=[C:12]([N+:14]([O-])=O)[CH:11]=[CH:10][C:5]=1[C:6]([O:8]C)=[O:7])[CH3:2]. (6) Given the product [C:1]1([S:7]([N:10]2[C:14]3[CH:15]=[N:16][C:17]([C:20]#[N:21])=[C:18]([OH:19])[C:13]=3[C:12]3[CH:22]=[C:23]([C:37]4[CH:36]=[CH:35][C:34]([CH2:33][N:27]5[CH2:32][CH2:31][CH2:30][CH2:29][CH2:28]5)=[CH:39][CH:38]=4)[CH:24]=[N:25][C:11]2=3)(=[O:9])=[O:8])[CH:6]=[CH:5][CH:4]=[CH:3][CH:2]=1, predict the reactants needed to synthesize it. The reactants are: [C:1]1([S:7]([N:10]2[C:14]3[CH:15]=[N:16][C:17]([C:20]#[N:21])=[C:18]([OH:19])[C:13]=3[C:12]3[CH:22]=[C:23](Br)[CH:24]=[N:25][C:11]2=3)(=[O:9])=[O:8])[CH:6]=[CH:5][CH:4]=[CH:3][CH:2]=1.[N:27]1([CH2:33][C:34]2[CH:39]=[CH:38][C:37](B(O)O)=[CH:36][CH:35]=2)[CH2:32][CH2:31][CH2:30][CH2:29][CH2:28]1.